From a dataset of Reaction yield outcomes from USPTO patents with 853,638 reactions. Predict the reaction yield, written as a fraction of the theoretical maximum amount of product (1.0 means a 100% yield; for example, 0.34 means a 34% yield). (1) The reactants are [N:1]([CH2:4][CH2:5][CH2:6][C@:7]1([C:42]2[CH:47]=[CH:46][CH:45]=[CH:44][CH:43]=2)[N:11]([C:12](=[O:33])[C@@H:13]([O:15][Si](C(C)(C)C)(C2C=CC=CC=2)C2C=CC=CC=2)[CH3:14])[N:10]=[C:9]([C:34]2[CH:39]=[C:38]([F:40])[CH:37]=[CH:36][C:35]=2[F:41])[S:8]1)=[N+:2]=[N-:3].CCCC[N+](CCCC)(CCCC)CCCC.[F-].C([O-])(O)=O.[Na+]. The catalyst is C1COCC1. The product is [N:1]([CH2:4][CH2:5][CH2:6][C@:7]1([C:42]2[CH:47]=[CH:46][CH:45]=[CH:44][CH:43]=2)[N:11]([C:12](=[O:33])[C@@H:13]([OH:15])[CH3:14])[N:10]=[C:9]([C:34]2[CH:39]=[C:38]([F:40])[CH:37]=[CH:36][C:35]=2[F:41])[S:8]1)=[N+:2]=[N-:3]. The yield is 0.530. (2) The catalyst is CO. The product is [C:11]1([N:9]2[CH:10]=[C:6]([C:4]([OH:5])=[O:3])[C:7]([C:17]([F:19])([F:20])[F:18])=[N:8]2)[CH:12]=[CH:13][CH:14]=[CH:15][CH:16]=1. The reactants are C([O:3][C:4]([C:6]1[C:7]([C:17]([F:20])([F:19])[F:18])=[N:8][N:9]([C:11]2[CH:16]=[CH:15][CH:14]=[CH:13][CH:12]=2)[CH:10]=1)=[O:5])C.[OH-].[Na+]. The yield is 0.890. (3) The reactants are [N:1]1([C:7]2[CH:12]=[CH:11][C:10]([NH:13][C:14]([C:16]3[NH:17][C:18]4[C:23]([C:24](=[O:26])[CH:25]=3)=[CH:22][C:21]([O:27][CH3:28])=[CH:20][C:19]=4[Br:29])=[O:15])=[CH:9][CH:8]=2)[CH2:6][CH2:5][O:4][CH2:3][CH2:2]1.[H-].[Na+].[CH3:32][Si:33]([CH3:40])([CH3:39])[CH2:34][CH2:35][O:36][CH2:37]Cl.O. The catalyst is CN1CCCC1=O.CO. The product is [N:1]1([C:7]2[CH:12]=[CH:11][C:10]([NH:13][C:14]([C:16]3[CH:25]=[C:24]([O:26][CH2:37][O:36][CH2:35][CH2:34][Si:33]([CH3:40])([CH3:39])[CH3:32])[C:23]4[C:18](=[C:19]([Br:29])[CH:20]=[C:21]([O:27][CH3:28])[CH:22]=4)[N:17]=3)=[O:15])=[CH:9][CH:8]=2)[CH2:6][CH2:5][O:4][CH2:3][CH2:2]1. The yield is 0.800.